From a dataset of Forward reaction prediction with 1.9M reactions from USPTO patents (1976-2016). Predict the product of the given reaction. Given the reactants [NH2:1][C:2]1[CH:29]=[CH:28][C:5]([CH2:6][N:7]2[C:16]3[C:11](=[C:12]([CH2:19][CH:20]4[S:24][C:23](=[O:25])[NH:22][C:21]4=[O:26])[CH:13]=[CH:14][C:15]=3[O:17][CH3:18])[CH2:10][CH2:9][C:8]2=[O:27])=[CH:4][CH:3]=1.N1C=CC=CC=1.Cl[C:37]([O:39][CH2:40][CH2:41][CH2:42][CH2:43][CH3:44])=[O:38].Cl, predict the reaction product. The product is: [CH2:40]([O:39][C:37]([NH:1][C:2]1[CH:3]=[CH:4][C:5]([CH2:6][N:7]2[C:16]3[C:11](=[C:12]([CH2:19][CH:20]4[S:24][C:23](=[O:25])[NH:22][C:21]4=[O:26])[CH:13]=[CH:14][C:15]=3[O:17][CH3:18])[CH2:10][CH2:9][C:8]2=[O:27])=[CH:28][CH:29]=1)=[O:38])[CH2:41][CH2:42][CH2:43][CH3:44].